This data is from Experimentally validated miRNA-target interactions with 360,000+ pairs, plus equal number of negative samples. The task is: Binary Classification. Given a miRNA mature sequence and a target amino acid sequence, predict their likelihood of interaction. (1) The protein sequence of the target gene is MGGLFSRWRAKPSTVEVLENIDKEIQALEEFREKNQRLQKLWVGRLIIYSSILYLFTCLIVYLWYLPDEFTARLVMTLPFFAFPLIIWTLRTVLIFFFSKRTERNNEALDDLKSQKKKILEEVMEKETYKTAKLILERFDPDSKKAKEFEPPSAGAAVTAKPGQEIRQRTAAQRNLSPAPASSSQGPPPQGPVSPGPAKDASAPGGPPERTVAPALPRRLGSPATSVPGMGLHPPGPPLARPILPRERGALDRIVEYLVGDGPQNRYALICQQCFSHNGMALKEEFEYIAFRCAYCFFLN.... Result: 1 (interaction). The miRNA is mmu-miR-181a-5p with sequence AACAUUCAACGCUGUCGGUGAGU. (2) The miRNA is hsa-miR-4634 with sequence CGGCGCGACCGGCCCGGGG. The protein sequence of the target gene is MAEAEEQETGSLEESTDESEEEESEEEPKLKYERLSNGVTEILQKDAASCMTVHDKFLALGTHYGKVYLLDVQGNITQKFDVSPVKINQISLDESGEHMGVCSEDGKVQVFGLYSGEEFHETFDCPIKIIAVHPHFVRSSCKQFVTGGKKLLLFERSWMNRWKSAVLHEGEGNIRSVKWRGHLIAWANNMGVKIFDIISKQRITNVPRDDISLRPDMYPCSLCWKDNVTLIIGWGTSVKVCSVKERHASEMRDLPSRYVEIVSQFETEFYISGLAPLCDQLVVLSYVKEISEKTEREYCA.... Result: 1 (interaction). (3) The miRNA is mmu-miR-181a-5p with sequence AACAUUCAACGCUGUCGGUGAGU. The protein sequence of the target gene is MTSPSPRIQIISTDSAVASPQRIQIVTDQQTGQKIQIVTAVDASGSSKQQFILTSPDGAGTGKVILASPETSSAKQLIFTTSDNLVPGRIQIVTDSASVERLLGKADVQRPQVVEYCVVCGDKASGRHYGAVSCEGCKGFFKRSVRKNLTYSCRSSQDCIINKHHRNRCQFCRLKKCLEMGMKMESVQSERKPFDVQREKPSNCAASTEKIYIRKDLRSPLIATPTFVADKDGARQTGLLDPGMLVNIQQPLIREDGTVLLAADSKAETSQGALGTLANVVTSLANLSESLNNGDASEMQ.... Result: 1 (interaction). (4) The miRNA is hsa-miR-519d-5p with sequence CCUCCAAAGGGAAGCGCUUUCUGUU. The protein sequence of the target gene is MGNAESQHVEHEFYGEKHASLGRKHTSRSLRLSHKTRRTRHASSGKVIHRNSEVSTRSSSTPSIPQSLAENGLEPFSQDGTLEDFGSPIWVDRVDMGLRPVSYTDSSVTPSVDSSIVLTAASVQSMPDTEESRLYGDDATYLAEGGRRQHSYTSNGPTFMETASFKKKRSKSADIWREDSLEFSLSDLSQEHLTSNEEILGSAEEKDCEEARGMETRASPRQLSTCQRANSLGDLYAQKNSGVTANGGPGSKFAGYCRNLVSDIPNLANHKMPPAAAEETPPYSNYNTLPCRKSHCLSEG.... Result: 0 (no interaction). (5) The miRNA is mmu-miR-2139 with sequence AGCUGCGCUGCUCCUGGUAACUGC. The protein sequence of the target gene is MRVFQRSTCRMPVSRATVTILLGILFGFSITYYLTALKSLTNPIICGPEQQIGGFDYLDVISQRADADVFTRSQSLPGHRRGLILVAIMTAAKYVDTRAYNVWKTWAQHIPGRVLIFVAEGTESVHEDMPLIRLKGVDDTYPPQKKSFAMVKWLAENMADEYDWFLRADDDLYIRGEELALFLRSVDSSKAHIIGQAGLGNSAEYGLLALGSTDNYCMGGPGIVMSRDTLLKVSPHLESCLQHMLTSHEDVELGRCIRKHVGVACTWNYEMQKLFHNNQSAIKESYAKNMKELKDAITLH.... Result: 0 (no interaction). (6) The miRNA is hsa-miR-2110 with sequence UUGGGGAAACGGCCGCUGAGUG. The protein sequence of the target gene is MAAEPPALRLRPPGSTGDSPPVPRLLGGCVPLSHQVAGHMYGKDKVGILQHPDGTVLKQLQPPPRGPRELEFYTMVYAADCADAVLLELRKHLPKYYGVWSPPTAPNDVYLKLEDVTHKFNKPCIMDVKIGRKSYDPFASSEKIQQQVSKYPLMEEIGFLVLGMRVYHLHSDSYETQNQHYGRGLTKETLKEGVSKFFHNGFCLRKDAIAASIQKVEKILQWFENQKQLNFYASSLLFVYEGSSQPATTKANDRTLAGRFLSKGPLTDADGLECNNNFHLFGAPPNGMSVGKSLSKAYSR.... Result: 0 (no interaction). (7) The miRNA is mmu-miR-712-5p with sequence CUCCUUCACCCGGGCGGUACC. The protein sequence of the target gene is MFSLSSTVQPQVTIPLSHLINAFHSPKNISVSVNTPVSQKQHRDTVPEHEAPSSEPVLNLRDLGLSELKIGQIDKMVENLLPGFYKDKRVSSCWHTSHISAQSFFENKYGHLDMFSTLRSSSLYRQHPKTLRSICSDLQYFPVFIQSRGFKTLKSRTRRLQSTSERLVEAQNIAPSFVKGFLLRDRGTDLESLDKLMKTKNIPEAHQDAFKTGFAEGFLKAQALTQKTNDSLRRTRLILFVLLLFGIYGLLKNPFLSVRFRTTTGLDSAVDPVQMKNVTFEHVKGVEEAKQELQEVVEFL.... Result: 1 (interaction). (8) Result: 0 (no interaction). The protein sequence of the target gene is MESGAVLLESKSSPFNLLHEMHELRLLGHLCDVTVSVEYQGVRKDFMAHKAVLAATSKFFKEVFLNEKSVDGTRTNVYLNEVQVADFASFLEFVYTAKVQVEEDRVQRMLEVAEKLKCLDLSETCFQLKKQMLESVLLELQNFSESQEVEVSSGSQVSAAPAPRASVATDGPHPSGLTDSLDYPGERASNGMSSDLPPKKSKDKLDKKKEVVKPPYPKIRRASGRLAGRKVFVEIPKKKYTRRLREQQKTAEGDVGDYRCPQDQSPDRVGTEMEQVSKNEGCQAGAELEELSKKAGPEEE.... The miRNA is mmu-miR-5112 with sequence UAGCUCAGCGGGAGAGCAC. (9) The miRNA is hsa-miR-4525 with sequence GGGGGGAUGUGCAUGCUGGUU. The protein sequence of the target gene is MDSVEKGAATSVSNPRGRPSRGRPPKLQRNSRGGQGRGVEKPPHLAALILARGGSKGIPLKNIKHLAGVPLIGWVLRAALDSGAFQSVWVSTDHDEIENVAKQFGAQVHRRSSEVSKDSSTSLDAIIEFLNYHNEVDIVGNIQATSPCLHPTDLQKVAEMIREEGYDSVFSVVRRHQFRWSEIQKGVREVTEPLNLNPAKRPRRQDWDGELYENGSFYFAKRHLIEMGYLQGGKMAYYEMRAEHSVDIDVDIDWPIAEQRVLRYGYFGKEKLKEIKLLVCNIDGCLTNGHIYVSGDQKEI.... Result: 0 (no interaction). (10) The miRNA is mmu-miR-185-5p with sequence UGGAGAGAAAGGCAGUUCCUGA. The protein sequence of the target gene is MAVDGTLVYIRVTLLLLWLGVFLSISGYCQAGPSQHFTSPEVVIPLKVISRGRSAKAPGWLSYSLRFGGQKHVVHMRVKKLLVSRHLPVFTYTDDRALLEDQLFIPDDCYYHGYVEAAPESLVVFSACFGGFRGVLKISGLTYEIEPIRHSATFEHLVYKINSNETQFPAMRCGLTEKEVARQQLEFEEAENSALEPKSAGDWWTHAWFLELVVVVNHDFFIYSQSNISKVQEDVFLVVNIVDSMYKQLGTYIILIGIEIWNQGNVFPMTSIEQVLNDFSQWKQISLSQLQHDAAHMFIK.... Result: 0 (no interaction).